This data is from Peptide-MHC class II binding affinity with 134,281 pairs from IEDB. The task is: Regression. Given a peptide amino acid sequence and an MHC pseudo amino acid sequence, predict their binding affinity value. This is MHC class II binding data. (1) The peptide sequence is KLVLDIKYTRPGDSL. The MHC is DRB1_0101 with pseudo-sequence DRB1_0101. The binding affinity (normalized) is 0.199. (2) The peptide sequence is MASRFMTDPHAMRDM. The MHC is HLA-DPA10201-DPB10101 with pseudo-sequence HLA-DPA10201-DPB10101. The binding affinity (normalized) is 0.0444. (3) The peptide sequence is ILDGLQTDELCPCNRAIGGATL. The MHC is DRB1_1502 with pseudo-sequence DRB1_1502. The binding affinity (normalized) is 0.230. (4) The MHC is DRB1_0401 with pseudo-sequence DRB1_0401. The binding affinity (normalized) is 0.600. The peptide sequence is YELQIVDKIDAAFKI. (5) The peptide sequence is FGQNTSAIAAAEAQY. The MHC is DRB1_1001 with pseudo-sequence DRB1_1001. The binding affinity (normalized) is 0.462.